This data is from Reaction yield outcomes from USPTO patents with 853,638 reactions. The task is: Predict the reaction yield, written as a fraction of the theoretical maximum amount of product (1.0 means a 100% yield; for example, 0.34 means a 34% yield). (1) The reactants are [NH:1]1[C:9]2[C:4](=[CH:5][C:6]([O:10][C:11]3[C:20]4[C:15](=[CH:16][C:17]([O:23][CH3:24])=[C:18]([O:21][CH3:22])[CH:19]=4)[N:14]=[CH:13][CH:12]=3)=[CH:7][CH:8]=2)[CH:3]=[CH:2]1.[H-].[Na+].[S:27]1[CH:31]=[CH:30][N:29]=[C:28]1[NH:32][C:33](=O)[O:34]C1C=CC=CC=1.O. The catalyst is CN(C)C=O.C(OCC)(=O)C. The product is [S:27]1[CH:31]=[CH:30][N:29]=[C:28]1[NH:32][C:33]([N:1]1[C:9]2[C:4](=[CH:5][C:6]([O:10][C:11]3[C:20]4[C:15](=[CH:16][C:17]([O:23][CH3:24])=[C:18]([O:21][CH3:22])[CH:19]=4)[N:14]=[CH:13][CH:12]=3)=[CH:7][CH:8]=2)[CH:3]=[CH:2]1)=[O:34]. The yield is 0.660. (2) The reactants are [CH3:1][N:2]1[CH:6]=[C:5]([NH2:7])[CH:4]=[N:3]1.C(OC([NH:15][C:16]1[S:20][C:19]([C:21]2[C:26]([F:27])=[CH:25][CH:24]=[CH:23][C:22]=2[F:28])=[N:18][C:17]=1[C:29](O)=[O:30])=O)(C)(C)C.CN(C(ON1N=NC2C=CC=NC1=2)=[N+](C)C)C.F[P-](F)(F)(F)(F)F. No catalyst specified. The product is [NH2:15][C:16]1[S:20][C:19]([C:21]2[C:26]([F:27])=[CH:25][CH:24]=[CH:23][C:22]=2[F:28])=[N:18][C:17]=1[C:29]([NH:7][C:5]1[CH:4]=[N:3][N:2]([CH3:1])[CH:6]=1)=[O:30]. The yield is 0.700. (3) The yield is 0.250. The catalyst is CN(C)C(=O)C. The product is [C:1]([C:3]1[CH:4]=[C:5]([CH:6]=[CH:7][CH:8]=1)[O:9][C:21]1[CH:22]=[CH:23][C:18]([C:17]([NH:16][CH2:15][C:14]2[CH:26]=[CH:27][C:28]([Cl:30])=[CH:29][C:13]=2[Cl:12])=[O:25])=[CH:19][N:20]=1)#[N:2]. The reactants are [C:1]([C:3]1[CH:4]=[C:5]([OH:9])[CH:6]=[CH:7][CH:8]=1)#[N:2].[H-].[Na+].[Cl:12][C:13]1[CH:29]=[C:28]([Cl:30])[CH:27]=[CH:26][C:14]=1[CH2:15][NH:16][C:17](=[O:25])[C:18]1[CH:23]=[CH:22][C:21](F)=[N:20][CH:19]=1. (4) The reactants are [CH3:1][S:2]([C:5]1[CH:6]=[C:7]([S:11]([N:14]2[C:18]([C:19]3[CH:24]=[CH:23][CH:22]=[CH:21][C:20]=3[C:25]([F:28])([F:27])[F:26])=[CH:17][C:16]([CH:29]=O)=[CH:15]2)(=[O:13])=[O:12])[CH:8]=[CH:9][CH:10]=1)(=[O:4])=[O:3].CO.[CH3:33][NH2:34].[BH4-].[Na+].[ClH:37].C(=O)([O-])O.[Na+]. The catalyst is CO. The product is [ClH:37].[CH3:33][NH:34][CH2:29][C:16]1[CH:17]=[C:18]([C:19]2[CH:24]=[CH:23][CH:22]=[CH:21][C:20]=2[C:25]([F:28])([F:27])[F:26])[N:14]([S:11]([C:7]2[CH:8]=[CH:9][CH:10]=[C:5]([S:2]([CH3:1])(=[O:4])=[O:3])[CH:6]=2)(=[O:13])=[O:12])[CH:15]=1. The yield is 0.640. (5) The reactants are C([O:3][C:4]([C@H:6]1[CH2:11][CH2:10][C@@H:9]([C:12]2[C:13]([O:19][CH2:20][C@H:21]3[CH2:23][C@@H:22]3[C:24]3[CH:29]=[CH:28][C:27]([O:30][CH3:31])=[CH:26][N:25]=3)=[N:14][C:15]([CH3:18])=[N:16][CH:17]=2)[CH2:8][CH2:7]1)=[O:5])C.[OH-].[Na+]. The catalyst is C1COCC1.O. The product is [CH3:31][O:30][C:27]1[CH:28]=[CH:29][C:24]([C@H:22]2[CH2:23][C@@H:21]2[CH2:20][O:19][C:13]2[C:12]([C@@H:9]3[CH2:10][CH2:11][C@H:6]([C:4]([OH:5])=[O:3])[CH2:7][CH2:8]3)=[CH:17][N:16]=[C:15]([CH3:18])[N:14]=2)=[N:25][CH:26]=1. The yield is 0.600. (6) The reactants are Br[CH2:2][C:3]#[N:4].C([O-])([O-])=O.[K+].[K+].[CH3:11][O:12][C:13](=[O:39])/[CH:14]=[CH:15]/[C:16]1[CH:21]=[CH:20][C:19]([C:22]2[CH:27]=[CH:26][C:25]([OH:28])=[C:24]([C:29]34[CH2:38][CH:33]5[CH2:34][CH:35]([CH2:37][CH:31]([CH2:32]5)[CH2:30]3)[CH2:36]4)[CH:23]=2)=[CH:18][CH:17]=1.O. The catalyst is CN(C=O)C. The product is [CH3:11][O:12][C:13](=[O:39])/[CH:14]=[CH:15]/[C:16]1[CH:17]=[CH:18][C:19]([C:22]2[CH:27]=[CH:26][C:25]([O:28][CH2:2][C:3]#[N:4])=[C:24]([C:29]34[CH2:38][CH:33]5[CH2:34][CH:35]([CH2:37][CH:31]([CH2:32]5)[CH2:30]3)[CH2:36]4)[CH:23]=2)=[CH:20][CH:21]=1. The yield is 0.880.